Dataset: Reaction yield outcomes from USPTO patents with 853,638 reactions. Task: Predict the reaction yield, written as a fraction of the theoretical maximum amount of product (1.0 means a 100% yield; for example, 0.34 means a 34% yield). (1) The reactants are [OH-].[Na+].C[O:4][C:5](=[O:31])[CH2:6][CH2:7][C@H:8]([C@@H:10]1[C@:27]2([CH3:28])[C@H:13]([C@H:14]3[C@H:24]([CH2:25][C:26]2=[O:29])[C@:22]2([CH3:23])[C@@H:17]([CH2:18][C@@H:19]([NH2:30])[CH2:20][CH2:21]2)[CH2:16][CH2:15]3)[CH2:12][CH2:11]1)[CH3:9]. The catalyst is CO. The product is [NH2:30][C@H:19]1[CH2:20][CH2:21][C@@:22]2([CH3:23])[C@H:17]([CH2:16][CH2:15][C@@H:14]3[C@@H:24]2[CH2:25][C:26](=[O:29])[C@@:27]2([CH3:28])[C@H:13]3[CH2:12][CH2:11][C@@H:10]2[C@H:8]([CH3:9])[CH2:7][CH2:6][C:5]([OH:31])=[O:4])[CH2:18]1. The yield is 0.880. (2) The reactants are C(OC([N:8]1[CH2:12][CH2:11][CH2:10][CH:9]1[C:13](=[O:32])[NH:14][C:15]1[CH:20]=[CH:19][C:18]([C:21]2[CH:26]=[CH:25][CH:24]=[CH:23][C:22]=2[S:27]([CH3:30])(=[O:29])=[O:28])=[CH:17][C:16]=1[Cl:31])=O)(C)(C)C.FC(F)(F)C(O)=O. The catalyst is C(Cl)Cl.C(Cl)(Cl)Cl. The product is [Cl:31][C:16]1[CH:17]=[C:18]([C:21]2[CH:26]=[CH:25][CH:24]=[CH:23][C:22]=2[S:27]([CH3:30])(=[O:28])=[O:29])[CH:19]=[CH:20][C:15]=1[NH:14][C:13]([CH:9]1[CH2:10][CH2:11][CH2:12][NH:8]1)=[O:32]. The yield is 1.00. (3) The reactants are FC(F)(F)S(O[C:7]1[C:8]2[CH:39]=[C:38]([CH2:40][CH3:41])[S:37][C:9]=2[N:10]([CH2:22][C:23]2[CH:28]=[CH:27][C:26]([C:29]3[CH:34]=[CH:33][CH:32]=[CH:31][C:30]=3[C:35]#[N:36])=[CH:25][CH:24]=2)C(=O)[C:12]=1CCC1C=CC=CC=1)(=O)=O.[CH3:65][C:60]1[CH:61]=[CH:62][CH:63]=[CH:64][C:59]=1P([C:59]1[CH:64]=[CH:63][CH:62]=[CH:61][C:60]=1[CH3:65])[C:59]1[CH:64]=[CH:63][CH:62]=[CH:61][C:60]=1[CH3:65].[CH2:66](N(CC)CC)C.C[Sn](C)(C)C.C([O:81][CH2:82][CH3:83])(=O)C. The catalyst is C([O-])(=O)C.[Pd+2].C([O-])(=O)C.CN(C)C=O. The product is [CH2:40]([C:38]1[S:37][C:9]2[N:10]([CH2:22][C:23]3[CH:24]=[CH:25][C:26]([C:29]4[C:30]([C:35]#[N:36])=[CH:31][CH:32]=[CH:33][CH:34]=4)=[CH:27][CH:28]=3)[C:82](=[O:81])[C:83]([CH2:66][CH2:65][C:60]3[CH:59]=[CH:64][CH:63]=[CH:62][CH:61]=3)=[C:7]([CH3:12])[C:8]=2[CH:39]=1)[CH3:41]. The yield is 0.880.